This data is from Reaction yield outcomes from USPTO patents with 853,638 reactions. The task is: Predict the reaction yield, written as a fraction of the theoretical maximum amount of product (1.0 means a 100% yield; for example, 0.34 means a 34% yield). (1) The reactants are [NH:1]1[CH:5]=[CH:4][N:3]=[CH:2]1.N1C=CC=CC=1.[CH2:12]1[O:20][C@@H:13]1[C:14]1[CH:19]=[CH:18][CH:17]=[CH:16][CH:15]=1. The catalyst is C(O)C. The product is [NH:1]1[CH:5]=[CH:4][N:3]=[C:2]1[CH2:12][C@H:13]([C:14]1[CH:19]=[CH:18][CH:17]=[CH:16][CH:15]=1)[OH:20]. The yield is 0.320. (2) The reactants are O=[C:2]1[C:8]2[CH:9]=[CH:10][CH:11]=[CH:12][C:7]=2[O:6][C:5]2[CH:13]=[CH:14][C:15]([C:17]([O:19][CH3:20])=[O:18])=[CH:16][C:4]=2[NH:3]1.O=P(Cl)(Cl)[Cl:23]. No catalyst specified. The product is [Cl:23][C:2]1=[N:3][C:4]2[CH:16]=[C:15]([C:17]([O:19][CH3:20])=[O:18])[CH:14]=[CH:13][C:5]=2[O:6][C:7]2[CH:12]=[CH:11][CH:10]=[CH:9][C:8]1=2. The yield is 1.00. (3) The reactants are [CH2:1]1[C:9]2[C:4](=[CH:5][CH:6]=[CH:7][CH:8]=2)[CH:3]=[C:2]1B(O)O.Br[C:14]1[CH:19]=[CH:18][CH:17]=[CH:16][C:15]=1[Cl:20].[OH-].C([N+](CCCC)(CCCC)CCCC)CCC. The catalyst is C1(P(C2C=CC=CC=2)C2C=CC=CC=2)C=CC=CC=1.[Pd].[Pd].[Pd].[Pd].C1(C)C=CC=CC=1. The product is [Cl:20][C:15]1[CH:16]=[CH:17][CH:18]=[CH:19][C:14]=1[CH:1]1[C:9]2[C:4](=[CH:5][CH:6]=[CH:7][CH:8]=2)[CH:3]=[CH:2]1. The yield is 0.850. (4) The reactants are [Br:1][C:2]1[C:3]([O:18][C:19]2[C:24]([CH3:25])=[CH:23][C:22]([C:26]#[N:27])=[CH:21][C:20]=2[CH3:28])=[N:4][C:5]([NH:9][C:10]2[CH:17]=[CH:16][C:13]([C:14]#[N:15])=[CH:12][CH:11]=2)=[N:6][C:7]=1[Cl:8].O1CCCC1.[N:34]1([CH2:39][CH2:40][NH2:41])[CH2:38][CH2:37][CH2:36][CH2:35]1.Cl.C(OCC)C. The catalyst is CC#N.C(Cl)Cl. The product is [ClH:8].[Br:1][C:2]1[C:3]([O:18][C:19]2[C:24]([CH3:25])=[CH:23][C:22]([C:26]#[N:27])=[CH:21][C:20]=2[CH3:28])=[N:4][C:5]([NH:9][C:10]2[CH:17]=[CH:16][C:13]([C:14]#[N:15])=[CH:12][CH:11]=2)=[N:6][C:7]=1[NH:41][CH2:40][CH2:39][N:34]1[CH2:38][CH2:37][CH2:36][CH2:35]1. The yield is 0.506.